This data is from Catalyst prediction with 721,799 reactions and 888 catalyst types from USPTO. The task is: Predict which catalyst facilitates the given reaction. (1) Reactant: Br[C:2]1[CH:7]=[CH:6][C:5]([NH:8][C:9](=[O:15])[O:10][C:11]([CH3:14])([CH3:13])[CH3:12])=[C:4]([C:16]([CH3:19])([CH3:18])[CH3:17])[CH:3]=1.[B:20]1([B:20]2[O:24][C:23]([CH3:26])([CH3:25])[C:22]([CH3:28])([CH3:27])[O:21]2)[O:24][C:23]([CH3:26])([CH3:25])[C:22]([CH3:28])([CH3:27])[O:21]1.C([O-])(=O)C.[K+]. Product: [C:16]([C:4]1[CH:3]=[C:2]([B:20]2[O:24][C:23]([CH3:26])([CH3:25])[C:22]([CH3:28])([CH3:27])[O:21]2)[CH:7]=[CH:6][C:5]=1[NH:8][C:9](=[O:15])[O:10][C:11]([CH3:14])([CH3:13])[CH3:12])([CH3:19])([CH3:18])[CH3:17]. The catalyst class is: 140. (2) The catalyst class is: 14. Reactant: [N:1]1[CH:6]=[CH:5][CH:4]=[CH:3][C:2]=1[C@@H:7]1[CH2:11][CH2:10][C@@H:9]([N:12]2C(=O)C3=CC=CC=C3C2=O)[CH2:8]1. Product: [N:1]1[CH:6]=[CH:5][CH:4]=[CH:3][C:2]=1[C@@H:7]1[CH2:11][CH2:10][C@@H:9]([NH2:12])[CH2:8]1. (3) Reactant: [C:1]([C:5]1[CH:10]=[CH:9][C:8]([S:11](Cl)(=[O:13])=[O:12])=[CH:7][CH:6]=1)([CH3:4])([CH3:3])[CH3:2].[CH3:15][C:16]1[CH:20]=[C:19]([NH2:21])[N:18]([C:22]2[CH:31]=[CH:30][CH:29]=[C:28]3[C:23]=2[CH:24]=[CH:25][CH:26]=[N:27]3)[N:17]=1.ClCCl. Product: [C:1]([C:5]1[CH:10]=[CH:9][C:8]([S:11]([NH:21][C:19]2[N:18]([C:22]3[CH:31]=[CH:30][CH:29]=[C:28]4[C:23]=3[CH:24]=[CH:25][CH:26]=[N:27]4)[N:17]=[C:16]([CH3:15])[CH:20]=2)(=[O:13])=[O:12])=[CH:7][CH:6]=1)([CH3:4])([CH3:3])[CH3:2]. The catalyst class is: 17. (4) Reactant: [CH2:1]1[CH:9]2[CH:4]([CH:5]3[CH2:10][CH:8]2[CH2:7][CH:6]3[NH2:11])[CH:3]=[CH:2]1.C1C2C(C3CC2CC3N)CC=1. Product: [CH2:1]1[CH:9]2[CH:4]([CH:5]3[CH2:10][CH:8]2[CH2:7][CH:6]3[NH2:11])[CH2:3][CH2:2]1. The catalyst class is: 19. (5) Reactant: [F:1][C:2]1[CH:7]=[C:6]([F:8])[CH:5]=[C:4]([F:9])[C:3]=1[OH:10].Br[C:12]([CH3:19])([CH3:18])[C:13]([O:15]CC)=[O:14].C(=O)([O-])[O-].[K+].[K+].[OH-].[Na+]. Product: [CH3:18][C:12]([O:10][C:3]1[C:2]([F:1])=[CH:7][C:6]([F:8])=[CH:5][C:4]=1[F:9])([CH3:19])[C:13]([OH:15])=[O:14]. The catalyst class is: 615. (6) Reactant: [CH2:1]([CH:8]([C:22]([OH:24])=[O:23])[C:9](O)([CH2:13][CH2:14][C:15]1[CH:20]=[CH:19][CH:18]=[CH:17][CH:16]=1)[C:10]([OH:12])=O)[C:2]1[CH:7]=[CH:6][CH:5]=[CH:4][CH:3]=1.C(OC(=O)C)(=O)C. Product: [CH2:1]([C:8]1[C:22]([O:24][C:10](=[O:12])[C:9]=1[CH2:13][CH2:14][C:15]1[CH:16]=[CH:17][CH:18]=[CH:19][CH:20]=1)=[O:23])[C:2]1[CH:3]=[CH:4][CH:5]=[CH:6][CH:7]=1. The catalyst class is: 195. (7) Reactant: [C:1]([C:3]1[CH:8]=[CH:7][C:6]([CH:9]2[C:14]([C:15]([OH:17])=O)=[C:13]([CH3:18])[N:12]([C:19]3[CH:24]=[CH:23][CH:22]=[C:21]([C:25]([F:28])([F:27])[F:26])[CH:20]=3)[C:11](=[O:29])[NH:10]2)=[C:5]([S:30]([CH:33]([CH3:35])[CH3:34])(=[O:32])=[O:31])[CH:4]=1)#[N:2].C[N:37](C(ON1N=NC2C=CC=NC1=2)=[N+](C)C)C.F[P-](F)(F)(F)(F)F.N.O1CCOCC1.CCN(C(C)C)C(C)C. Product: [C:1]([C:3]1[CH:8]=[CH:7][C:6]([CH:9]2[C:14]([C:15]([NH2:37])=[O:17])=[C:13]([CH3:18])[N:12]([C:19]3[CH:24]=[CH:23][CH:22]=[C:21]([C:25]([F:26])([F:28])[F:27])[CH:20]=3)[C:11](=[O:29])[NH:10]2)=[C:5]([S:30]([CH:33]([CH3:34])[CH3:35])(=[O:32])=[O:31])[CH:4]=1)#[N:2]. The catalyst class is: 3. (8) Reactant: [CH3:1][O:2][C:3](=[O:18])[C:4]1[CH:9]=[C:8]([CH2:10][N:11]([CH:13]=[O:14])[CH3:12])[CH:7]=[CH:6][C:5]=1[N+:15]([O-])=O.[H][H]. Product: [CH3:1][O:2][C:3](=[O:18])[C:4]1[CH:9]=[C:8]([CH2:10][N:11]([CH:13]=[O:14])[CH3:12])[CH:7]=[CH:6][C:5]=1[NH2:15]. The catalyst class is: 19. (9) Reactant: [NH2:1][C:2]1[C:7]([NH2:8])=[C:6]([NH:9][C@@H:10]2[C@@H:15]3[CH2:16][C@@H:12]([CH:13]=[CH:14]3)[C@@H:11]2[C:17]([NH2:19])=[O:18])[C:5]([Cl:20])=[CH:4][N:3]=1.C(OC([N:28]1[CH2:33][CH2:32][CH:31]([N:34]2[CH:38]=[C:37]([CH:39]=O)[CH:36]=[N:35]2)[CH2:30][CH2:29]1)=O)(C)(C)C.FC(F)(F)C(O)=O. Product: [Cl:20][C:5]1[C:6]([NH:9][C@@H:10]2[C@@H:15]3[CH2:16][C@@H:12]([CH:13]=[CH:14]3)[C@@H:11]2[C:17]([NH2:19])=[O:18])=[C:7]2[N:8]=[C:39]([C:37]3[CH:36]=[N:35][N:34]([CH:31]4[CH2:32][CH2:33][NH:28][CH2:29][CH2:30]4)[CH:38]=3)[NH:1][C:2]2=[N:3][CH:4]=1. The catalyst class is: 4. (10) Product: [Cl:1][C:2]1[C:3]([F:41])=[C:4]([C@H:8]2[CH2:12][N:11]([CH2:13][C:14]([NH:16][C:17]3[CH:25]=[CH:24][C:20]([C:21]([NH2:44])=[O:22])=[CH:19][CH:18]=3)=[O:15])[C@@H:10]([CH2:26][C:27]([CH3:30])([CH3:29])[CH3:28])[C@@:9]2([C:33]2[CH:38]=[CH:37][C:36]([Cl:39])=[CH:35][C:34]=2[F:40])[C:31]#[N:32])[CH:5]=[CH:6][CH:7]=1. The catalyst class is: 2. Reactant: [Cl:1][C:2]1[C:3]([F:41])=[C:4]([C@H:8]2[CH2:12][N:11]([CH2:13][C:14]([NH:16][C:17]3[CH:25]=[CH:24][C:20]([C:21](O)=[O:22])=[CH:19][CH:18]=3)=[O:15])[C@@H:10]([CH2:26][C:27]([CH3:30])([CH3:29])[CH3:28])[C@@:9]2([C:33]2[CH:38]=[CH:37][C:36]([Cl:39])=[CH:35][C:34]=2[F:40])[C:31]#[N:32])[CH:5]=[CH:6][CH:7]=1.N.C[N:44](C(ON1N=NC2C=CC=NC1=2)=[N+](C)C)C.F[P-](F)(F)(F)(F)F.CCN(C(C)C)C(C)C.